This data is from Full USPTO retrosynthesis dataset with 1.9M reactions from patents (1976-2016). The task is: Predict the reactants needed to synthesize the given product. (1) Given the product [CH3:3][S:4]([O:7][C:8]1[C:9]([O:20][CH3:21])=[C:10]2[C:14](=[CH:15][CH:16]=1)[NH:13][N:12]=[CH:11]2)(=[O:5])=[O:6], predict the reactants needed to synthesize it. The reactants are: [OH-].[Li+].[CH3:3][S:4]([O:7][C:8]1[C:9]([O:20][CH3:21])=[C:10]2[C:14](=[CH:15][CH:16]=1)[N:13](C(=O)C)[N:12]=[CH:11]2)(=[O:6])=[O:5].O. (2) Given the product [NH2:37][C:38]1[CH:39]=[CH:40][C:41]([O:17][C:1]([O:2][C:3]2[CH:4]=[CH:5][C:6]([C:49](=[S:50])[NH2:51])=[CH:7][CH:8]=2)=[O:18])=[C:42]([CH:43]=1)[C:20]([OH:19])=[O:57], predict the reactants needed to synthesize it. The reactants are: [C:1](=[O:18])([OH:17])[O:2][C:3]1[CH:8]=[C:7](NC(OC(C)(C)C)=O)[CH:6]=[CH:5][CH:4]=1.[OH:19][C:20]1C2N=NNC=2C=CC=1.[CH2:41]1[CH2:42][CH2:43][CH:38]([N:37]=C=[N:37][CH:38]2[CH2:43][CH2:42][CH2:41][CH2:40][CH2:39]2)[CH2:39][CH2:40]1.OC1C=CC([C:49]([NH2:51])=[S:50])=CC=1.CN(C)C=[O:57].